This data is from Forward reaction prediction with 1.9M reactions from USPTO patents (1976-2016). The task is: Predict the product of the given reaction. (1) Given the reactants [H-].[Na+].C([N:5]1[CH2:9][CH2:8][CH2:7][C:6]1=O)=C.[Br:11][C:12]1[CH:22]=[CH:21][CH:20]=[CH:19][C:13]=1C(OCC)=O.Cl, predict the reaction product. The product is: [Br:11][C:12]1[CH:22]=[CH:21][CH:20]=[CH:19][C:13]=1[C:6]1[CH2:7][CH2:8][CH2:9][N:5]=1. (2) Given the reactants Cl.[NH2:2][CH2:3][C:4]([C:6]1[CH:11]=[CH:10][CH:9]=[CH:8][CH:7]=1)=[O:5].Cl[C:13]1[N:18]([CH3:19])[C:17](=[O:20])[CH:16]=[C:15]([C:21]2[CH:26]=[CH:25][N:24]=[CH:23][CH:22]=2)[N:14]=1.C(N(CC)CC)C.O, predict the reaction product. The product is: [CH3:19][N:18]1[C:17](=[O:20])[CH:16]=[C:15]([C:21]2[CH:26]=[CH:25][N:24]=[CH:23][CH:22]=2)[N:14]=[C:13]1[NH:2][CH2:3][C:4](=[O:5])[C:6]1[CH:11]=[CH:10][CH:9]=[CH:8][CH:7]=1. (3) Given the reactants [OH:1][C:2]1[CH:3]=[C:4]([C:8]2[N:16]=[C:15]3[C:11]([NH:12][C:13](=[O:23])[N:14]3[CH:17]3[CH2:22][CH2:21][O:20][CH2:19][CH2:18]3)=[C:10]([C:24]([O:26]C)=O)[N:9]=2)[CH:5]=[CH:6][CH:7]=1.[Si](OC1C=C(C2N=C3C(NC(=O)N3C3CCOCC3)=C(C(OC)=O)[N:53]=2)C=CC=1)(C(C)(C)C)(C1C=CC=CC=1)C1C=CC=CC=1, predict the reaction product. The product is: [OH:1][C:2]1[CH:3]=[C:4]([C:8]2[N:16]=[C:15]3[C:11]([NH:12][C:13](=[O:23])[N:14]3[CH:17]3[CH2:18][CH2:19][O:20][CH2:21][CH2:22]3)=[C:10]([C:24]([NH2:53])=[O:26])[N:9]=2)[CH:5]=[CH:6][CH:7]=1. (4) Given the reactants ClC1C=CC(C([N:8]2[CH:13]=[CH:12][C:11](=[O:14])[NH:10][C:9]2=[O:15])=O)=CC=1.[H-].[Na+].[CH3:20][Si:21]([CH2:24][CH2:25][O:26][CH2:27]Cl)([CH3:23])[CH3:22].C([O-])([O-])=O.[K+].[K+], predict the reaction product. The product is: [CH3:20][Si:21]([CH3:23])([CH3:22])[CH2:24][CH2:25][O:26][CH2:27][N:10]1[C:11](=[O:14])[CH:12]=[CH:13][NH:8][C:9]1=[O:15]. (5) Given the reactants [I:1][C:2]1[CH:3]=[CH:4][C:5]2[O:10][CH2:9][C:8](=[O:11])[NH:7][C:6]=2[CH:12]=1.[CH3:13][O:14][C:15]1[CH:22]=[CH:21][C:18]([CH2:19]Cl)=[CH:17][CH:16]=1.C([O-])([O-])=O.[Cs+].[Cs+], predict the reaction product. The product is: [I:1][C:2]1[CH:3]=[CH:4][C:5]2[O:10][CH2:9][C:8](=[O:11])[N:7]([CH2:19][C:18]3[CH:21]=[CH:22][C:15]([O:14][CH3:13])=[CH:16][CH:17]=3)[C:6]=2[CH:12]=1.